This data is from Peptide-MHC class II binding affinity with 134,281 pairs from IEDB. The task is: Regression. Given a peptide amino acid sequence and an MHC pseudo amino acid sequence, predict their binding affinity value. This is MHC class II binding data. (1) The peptide sequence is IARFKMFPEVKEK. The MHC is HLA-DQA10301-DQB10302 with pseudo-sequence HLA-DQA10301-DQB10302. The binding affinity (normalized) is 0.178. (2) The peptide sequence is INKWQVVAPQLPADL. The MHC is HLA-DQA10301-DQB10302 with pseudo-sequence HLA-DQA10301-DQB10302. The binding affinity (normalized) is 0.204. (3) The peptide sequence is NVWERHYLAGEMTLM. The MHC is DRB4_0101 with pseudo-sequence DRB4_0103. The binding affinity (normalized) is 0.330. (4) The peptide sequence is SKSLRDTEDVQTPGV. The MHC is DRB1_0101 with pseudo-sequence DRB1_0101. The binding affinity (normalized) is 0.174. (5) The MHC is DRB1_0401 with pseudo-sequence DRB1_0401. The peptide sequence is IQLKCSDSMPCKDIK. The binding affinity (normalized) is 0.168.